This data is from Reaction yield outcomes from USPTO patents with 853,638 reactions. The task is: Predict the reaction yield, written as a fraction of the theoretical maximum amount of product (1.0 means a 100% yield; for example, 0.34 means a 34% yield). (1) The reactants are C1(P(N=[N+]=[N-])(C2C=CC=CC=2)=[O:8])C=CC=CC=1.CC[N:20]([CH2:23]C)CC.[CH:25]1([CH2:28][N:29]2[C:37]3[CH:36]=[C:35](C(O)=O)[N:34]=[CH:33][C:32]=3[CH:31]=[CH:30]2)[CH2:27][CH2:26]1.[CH3:41][C:42]([OH:45])([CH3:44])[CH3:43]. No catalyst specified. The product is [CH:25]1([CH2:28][N:29]2[C:37]3[CH:36]=[C:35]([NH:20][C:23](=[O:8])[O:45][C:42]([CH3:44])([CH3:43])[CH3:41])[N:34]=[CH:33][C:32]=3[CH:31]=[CH:30]2)[CH2:26][CH2:27]1. The yield is 0.250. (2) The reactants are [NH2:1][C:2]1[C:3]([NH:23][CH3:24])=[N:4][C:5]([NH:8][C:9]2[CH:14]=[CH:13][C:12]([O:15][CH2:16][CH2:17][N:18]([CH2:21][CH3:22])[CH2:19][CH3:20])=[CH:11][CH:10]=2)=[N:6][CH:7]=1.[Cl:25][C:26]1[C:27]([O:42][CH3:43])=[N:28][C:29]([O:40][CH3:41])=[C:30]([Cl:39])[C:31]=1[C:32](=O)[C:33]([O:35]CC)=O.CC(O)=O. The catalyst is COCCO. The product is [Cl:39][C:30]1[C:29]([O:40][CH3:41])=[N:28][C:27]([O:42][CH3:43])=[C:26]([Cl:25])[C:31]=1[C:32]1[C:33](=[O:35])[N:23]([CH3:24])[C:3]2[N:4]=[C:5]([NH:8][C:9]3[CH:14]=[CH:13][C:12]([O:15][CH2:16][CH2:17][N:18]([CH2:19][CH3:20])[CH2:21][CH3:22])=[CH:11][CH:10]=3)[N:6]=[CH:7][C:2]=2[N:1]=1. The yield is 0.510. (3) The reactants are [NH2:1][C:2]1[S:3]/[C:4](=[CH:8]\[C:9]2[CH:14]=[C:13]([O:15][CH3:16])[C:12]([OH:17])=[C:11]([Cl:18])[CH:10]=2)/[C:5](=[O:7])[N:6]=1.Br[CH2:20][C:21]([C:23]1[CH:28]=[CH:27][N:26]=[C:25]([Cl:29])[CH:24]=1)=O. No catalyst specified. The product is [Cl:18][C:11]1[CH:10]=[C:9](/[CH:8]=[C:4]2/[C:5](=[O:7])[N:6]3[CH:20]=[C:21]([C:23]4[CH:28]=[CH:27][N:26]=[C:25]([Cl:29])[CH:24]=4)[N:1]=[C:2]3[S:3]/2)[CH:14]=[C:13]([O:15][CH3:16])[C:12]=1[OH:17]. The yield is 0.730. (4) The yield is 0.820. The catalyst is C(Cl)Cl. The product is [CH2:15]([O:14][CH2:13][C@H:9]([CH:10]([CH3:12])[CH3:11])[CH2:8][C@H:2]([NH:1][C:34]([O:33][C:30]([CH3:32])([CH3:31])[CH3:29])=[O:35])[C:3]([O:5][CH2:6][CH3:7])=[O:4])[C:16]1[CH:17]=[CH:18][CH:19]=[CH:20][CH:21]=1. The reactants are [NH2:1][C@@H:2]([CH2:8][C@H:9]([CH2:13][O:14][CH2:15][C:16]1[CH:21]=[CH:20][CH:19]=[CH:18][CH:17]=1)[CH:10]([CH3:12])[CH3:11])[C:3]([O:5][CH2:6][CH3:7])=[O:4].CCN(CC)CC.[CH3:29][C:30]([O:33][C:34](O[C:34]([O:33][C:30]([CH3:32])([CH3:31])[CH3:29])=[O:35])=[O:35])([CH3:32])[CH3:31].